Dataset: Peptide-MHC class II binding affinity with 134,281 pairs from IEDB. Task: Regression. Given a peptide amino acid sequence and an MHC pseudo amino acid sequence, predict their binding affinity value. This is MHC class II binding data. (1) The peptide sequence is ESEFQAALSRKVAKL. The MHC is DRB1_0404 with pseudo-sequence DRB1_0404. The binding affinity (normalized) is 0.264. (2) The MHC is DRB1_1501 with pseudo-sequence DRB1_1501. The binding affinity (normalized) is 0.359. The peptide sequence is ILNTWLVKPGAGIMI. (3) The peptide sequence is ISGYNFSLGAAVKAG. The MHC is DRB1_1101 with pseudo-sequence DRB1_1101. The binding affinity (normalized) is 0.587. (4) The peptide sequence is EKVYLAWVPAHKGIG. The MHC is DRB1_0301 with pseudo-sequence DRB1_0301. The binding affinity (normalized) is 0.253. (5) The peptide sequence is TKKFDEVVKANGGYL. The binding affinity (normalized) is 0.730. The MHC is DRB1_1302 with pseudo-sequence DRB1_1302. (6) The peptide sequence is GLRSLTDLLRALGAQ. The MHC is DRB5_0101 with pseudo-sequence DRB5_0101. The binding affinity (normalized) is 0.331. (7) The peptide sequence is CDPKRYFVPIFSEAV. The MHC is DRB1_0301 with pseudo-sequence DRB1_0301. The binding affinity (normalized) is 0.185. (8) The peptide sequence is RVPEDLLAMVVAVEQ. The MHC is HLA-DPA10201-DPB10101 with pseudo-sequence HLA-DPA10201-DPB10101. The binding affinity (normalized) is 0.285. (9) The peptide sequence is KALYDLQRSAMVYSS. The MHC is DRB1_1501 with pseudo-sequence DRB1_1501. The binding affinity (normalized) is 0.858.